Dataset: Forward reaction prediction with 1.9M reactions from USPTO patents (1976-2016). Task: Predict the product of the given reaction. (1) Given the reactants C(O[C:4]([C:6]1([CH2:12][CH2:13]OC)[CH2:11][CH2:10][NH:9][CH2:8][CH2:7]1)=[O:5])C.[F:16][C:17]([F:30])([F:29])[O:18][C:19]1[CH:24]=[CH:23][CH:22]=[CH:21][C:20]=1[S:25](Cl)(=[O:27])=[O:26].[F:31][C:32]([F:44])([F:43])[CH:33]([CH3:42])[O:34][C:35]1[N:40]=[CH:39][C:38]([NH2:41])=[CH:37][CH:36]=1, predict the reaction product. The product is: [F:16][C:17]([F:30])([F:29])[O:18][C:19]1[CH:24]=[CH:23][CH:22]=[CH:21][C:20]=1[S:25]([N:9]1[CH2:8][CH2:7][C:6]2([C:4](=[O:5])[N:41]([C:38]3[CH:39]=[N:40][C:35]([O:34][CH:33]([CH3:42])[C:32]([F:44])([F:31])[F:43])=[CH:36][CH:37]=3)[CH2:13][CH2:12]2)[CH2:11][CH2:10]1)(=[O:27])=[O:26]. (2) The product is: [C:1]([C:5]1[CH:14]=[C:13]2[C:8]([CH:9]=[C:10]([C:15]([O:17][CH2:18][CH3:19])=[O:16])[CH:11]=[N:12]2)=[CH:7][CH:6]=1)([CH3:4])([CH3:2])[CH3:3]. Given the reactants [C:1]([C:5]1[CH:14]=[C:13]2[C:8]([C:9](Cl)=[C:10]([C:15]([O:17][CH2:18][CH3:19])=[O:16])[CH:11]=[N:12]2)=[CH:7][CH:6]=1)([CH3:4])([CH3:3])[CH3:2].C(N(CC)CC)C, predict the reaction product. (3) Given the reactants [C:1]1([CH2:7][CH2:8][CH:9]2[C:18]3[C:13](=[CH:14][C:15]([O:21][CH3:22])=[C:16]([O:19][CH3:20])[CH:17]=3)[CH2:12][CH2:11][NH:10]2)[CH:6]=[CH:5][CH:4]=[CH:3][CH:2]=1.Br[CH2:24][C:25](Br)=[O:26].[CH:28]1([NH2:34])[CH2:33][CH2:32][CH2:31][CH2:30][CH2:29]1, predict the reaction product. The product is: [C:1]1([CH2:7][CH2:8][CH:9]2[C:18]3[C:13](=[CH:14][C:15]([O:21][CH3:22])=[C:16]([O:19][CH3:20])[CH:17]=3)[CH2:12][CH2:11][N:10]2[CH2:24][C:25]([NH:34][CH:28]2[CH2:33][CH2:32][CH2:31][CH2:30][CH2:29]2)=[O:26])[CH:2]=[CH:3][CH:4]=[CH:5][CH:6]=1. (4) The product is: [Cl:33][C:30]1[CH:31]=[CH:32][C:27]([CH2:26][NH:25][C:71]([C:53]2[NH:52][C:60]3[C:55]([CH:54]=2)=[CH:56][CH:57]=[C:58]([NH:61][C:62](=[O:70])[CH2:63][CH2:64][O:65][C:66]([CH3:68])([CH3:67])[CH3:69])[CH:59]=3)=[O:72])=[C:28]([F:44])[C:29]=1[O:34][C:35]1[CH:36]=[C:37]([C:38]#[N:39])[CH:40]=[C:41]([Cl:43])[CH:42]=1. Given the reactants CN(C(ON1N=NC2C=CC=NC1=2)=[N+](C)C)C.F[P-](F)(F)(F)(F)F.[NH2:25][CH2:26][C:27]1[C:28]([F:44])=[C:29]([O:34][C:35]2[CH:36]=[C:37]([CH:40]=[C:41]([Cl:43])[CH:42]=2)[C:38]#[N:39])[C:30]([Cl:33])=[CH:31][CH:32]=1.CC(OC([N:52]1[C:60]2[C:55](=[CH:56][CH:57]=[C:58]([NH:61][C:62](=[O:70])[CH2:63][CH2:64][O:65][C:66]([CH3:69])([CH3:68])[CH3:67])[CH:59]=2)[CH:54]=[C:53]1[C:71](O)=[O:72])=O)(C)C.C(N(C(C)C)CC)(C)C, predict the reaction product. (5) Given the reactants S(=O)(=O)(O)O.[Cl:6][C:7]1[CH:8]=[CH:9][C:10]([NH:13][C:14]([C:16]2[CH:21]=[C:20]([Cl:22])[CH:19]=[CH:18][C:17]=2[NH:23][C:24]([C:26]2[CH:31]=[CH:30][C:29]([S:32]([CH3:45])(=[N:34]C(OCC3C=CC=CC=3)=O)=[O:33])=[CH:28][CH:27]=2)=[O:25])=[O:15])=[N:11][CH:12]=1.C(=O)([O-])[O-].[K+].[K+], predict the reaction product. The product is: [Cl:6][C:7]1[CH:8]=[CH:9][C:10]([NH:13][C:14]([C:16]2[CH:21]=[C:20]([Cl:22])[CH:19]=[CH:18][C:17]=2[NH:23][C:24]([C:26]2[CH:31]=[CH:30][C:29]([S:32]([CH3:45])(=[NH:34])=[O:33])=[CH:28][CH:27]=2)=[O:25])=[O:15])=[N:11][CH:12]=1. (6) Given the reactants Cl[C:2]1[N:11]=[C:10]([N:12]([CH3:14])[CH3:13])[C:9]2[C:4](=[CH:5][CH:6]=[CH:7][CH:8]=2)[N:3]=1.Cl.[CH2:16]([O:23][C:24](=[O:34])[NH:25][C@H:26]1[CH2:31][CH2:30][C@H:29]([CH2:32][NH2:33])[CH2:28][CH2:27]1)[C:17]1[CH:22]=[CH:21][CH:20]=[CH:19][CH:18]=1.C([O-])(O)=O.[Na+], predict the reaction product. The product is: [CH2:16]([O:23][C:24](=[O:34])[NH:25][C@H:26]1[CH2:31][CH2:30][C@H:29]([CH2:32][NH:33][C:2]2[N:11]=[C:10]([N:12]([CH3:14])[CH3:13])[C:9]3[C:4](=[CH:5][CH:6]=[CH:7][CH:8]=3)[N:3]=2)[CH2:28][CH2:27]1)[C:17]1[CH:18]=[CH:19][CH:20]=[CH:21][CH:22]=1. (7) Given the reactants [C:1]1([C:7]2[CH:8]=[C:9]([OH:13])[CH:10]=[CH:11][CH:12]=2)[CH:6]=[CH:5][CH:4]=[CH:3][CH:2]=1.CC(C)([O-:17])C.[K+].Cl[CH2:21][C:22]([NH:24][CH:25]1[CH2:30][CH2:29][N:28]([CH2:31][C:32]2[CH:36]=[CH:35][N:34]([C:37]3[CH:42]=[CH:41][C:40]([C:43]([F:46])([F:45])[F:44])=[CH:39][CH:38]=3)[CH:33]=2)[CH2:27][CH2:26]1)=[O:23], predict the reaction product. The product is: [C:9]([OH:13])(=[O:17])[CH3:10].[C:7]1([C:1]2[CH:2]=[CH:3][CH:4]=[CH:5][CH:6]=2)[CH:12]=[CH:11][CH:10]=[C:9]([O:13][CH2:21][C:22]([NH:24][CH:25]2[CH2:30][CH2:29][N:28]([CH2:31][C:32]3[CH:36]=[CH:35][N:34]([C:37]4[CH:38]=[CH:39][C:40]([C:43]([F:45])([F:44])[F:46])=[CH:41][CH:42]=4)[CH:33]=3)[CH2:27][CH2:26]2)=[O:23])[CH:8]=1. (8) Given the reactants Br[C:2]1[N:3]=[CH:4][C:5]([O:8][C:9]2[CH:23]=[CH:22][C:12]3[CH2:13][CH2:14][N:15]([CH:18]4[CH2:21][CH2:20][CH2:19]4)[CH2:16][CH2:17][C:11]=3[CH:10]=2)=[N:6][CH:7]=1.[O:24]1[CH2:28][CH2:27][NH:26][C:25]1=[O:29], predict the reaction product. The product is: [CH:18]1([N:15]2[CH2:14][CH2:13][C:12]3[CH:22]=[CH:23][C:9]([O:8][C:5]4[N:6]=[CH:7][C:2]([N:26]5[CH2:27][CH2:28][O:24][C:25]5=[O:29])=[N:3][CH:4]=4)=[CH:10][C:11]=3[CH2:17][CH2:16]2)[CH2:21][CH2:20][CH2:19]1. (9) The product is: [CH3:18][C:19]([CH3:33])([CH3:32])[CH2:20][CH2:21][NH:22][C:23]([C:24]1[C:25]([S:30][CH2:8][C:9](=[O:17])[CH2:10][C:11]2[CH:16]=[CH:15][CH:14]=[CH:13][CH:12]=2)=[N:26][CH:27]=[CH:28][CH:29]=1)=[O:31]. Given the reactants C([O-])([O-])=O.[K+].[K+].Cl[CH2:8][C:9](=[O:17])[CH2:10][C:11]1[CH:16]=[CH:15][CH:14]=[CH:13][CH:12]=1.[CH3:18][C:19]([CH3:33])([CH3:32])[CH2:20][CH2:21][NH:22][C:23](=[O:31])[C:24]1[CH:29]=[CH:28][CH:27]=[N:26][C:25]=1[SH:30].CCCCCC.CC(=O)OCC, predict the reaction product.